This data is from Reaction yield outcomes from USPTO patents with 853,638 reactions. The task is: Predict the reaction yield, written as a fraction of the theoretical maximum amount of product (1.0 means a 100% yield; for example, 0.34 means a 34% yield). (1) The reactants are CO[C:3]1[CH:4]=[C:5](CCCCCCCCC2C=CC(N)=CC=2)[C:6]2[C:11]([C:12]=1OC)=[CH:10][CH:9]=[CH:8][CH:7]=2.CCN(CC)CC.Cl[C:38]1[C:39]2[C:44]([N:45]=[C:46]3[C:51]=1[CH:50]=[CH:49][CH:48]=[CH:47]3)=[CH:43][CH:42]=[CH:41][CH:40]=2. The catalyst is CO. The product is [C:10]1([C:40]2[C:39]3[C:44](=[N:45][C:46]4[C:51]([CH:38]=3)=[CH:50][CH:49]=[CH:48][CH:47]=4)[CH:43]=[CH:42][CH:41]=2)[C:11]2[C:6](=[CH:5][CH:4]=[CH:3][CH:12]=2)[CH:7]=[CH:8][CH:9]=1. The yield is 0.820. (2) The reactants are [CH3:1][O:2][C:3](=[O:25])[CH:4]([C:10]1[CH:15]=[CH:14][C:13]([N+:16]([O-])=O)=[C:12]([O:19][CH2:20][C:21]([F:24])([F:23])[F:22])[CH:11]=1)[CH2:5][CH:6]1[CH2:9][CH2:8][CH2:7]1. The catalyst is CCO.[Pd]. The product is [CH3:1][O:2][C:3](=[O:25])[CH:4]([C:10]1[CH:15]=[CH:14][C:13]([NH2:16])=[C:12]([O:19][CH2:20][C:21]([F:24])([F:23])[F:22])[CH:11]=1)[CH2:5][CH:6]1[CH2:7][CH2:8][CH2:9]1. The yield is 0.880. (3) The reactants are [S:1]1[C:5]2[CH:6]=[CH:7][CH:8]=[CH:9][C:4]=2[N:3]=[C:2]1[C:10]1[N:11]=[C:12]2[C:18]3[CH:19]=[CH:20][CH:21]=[CH:22][C:17]=3[NH:16][C:15]3[N:23]=[CH:24][CH:25]=[CH:26][C:14]=3[N:13]2[C:27]=1[C:28]1[CH:33]=[CH:32][C:31]([C:34]2([NH:38]C(=O)OC(C)(C)C)[CH2:37][CH2:36][CH2:35]2)=[CH:30][CH:29]=1.[ClH:46].O1CCOCC1. The catalyst is C(Cl)Cl. The product is [ClH:46].[ClH:46].[ClH:46].[S:1]1[C:5]2[CH:6]=[CH:7][CH:8]=[CH:9][C:4]=2[N:3]=[C:2]1[C:10]1[N:11]=[C:12]2[C:18]3[CH:19]=[CH:20][CH:21]=[CH:22][C:17]=3[NH:16][C:15]3[N:23]=[CH:24][CH:25]=[CH:26][C:14]=3[N:13]2[C:27]=1[C:28]1[CH:29]=[CH:30][C:31]([C:34]2([NH2:38])[CH2:37][CH2:36][CH2:35]2)=[CH:32][CH:33]=1. The yield is 0.864. (4) The reactants are [CH3:1][C@@H:2]1[CH2:6][C@@H:5]([CH:7]2[CH2:9][N@@:8]2[S:10]([C:13]2[CH:18]=[CH:17][CH:16]=[CH:15][C:14]=2[N+:19]([O-:21])=[O:20])(=[O:12])=[O:11])[O:4][C:3]1=[O:22].[F:23][C:24]1[CH:29]=[CH:28][CH:27]=[C:26]([F:30])[C:25]=1[N:31]1[CH2:36][C:35]([CH3:38])([CH3:37])[NH:34][CH2:33][C:32]1=[O:39]. The catalyst is C1(C)C=CC=CC=1. The product is [F:30][C:26]1[CH:27]=[CH:28][CH:29]=[C:24]([F:23])[C:25]=1[N:31]1[C:32](=[O:39])[CH2:33][N:34]([CH2:9][C@H:7]([NH:8][S:10]([C:13]2[CH:18]=[CH:17][CH:16]=[CH:15][C:14]=2[N+:19]([O-:21])=[O:20])(=[O:12])=[O:11])[C@@H:5]2[CH2:6][C@@H:2]([CH3:1])[C:3](=[O:22])[O:4]2)[C:35]([CH3:38])([CH3:37])[CH2:36]1. The yield is 0.990. (5) The reactants are C(=O)([O-])[O-].[K+].[K+].C([O:10][CH:11]1[C:12]([OH:58])([CH3:57])[CH2:13][CH2:14][CH:15]([O:49][Si:50]([C:53]([CH3:56])([CH3:55])[CH3:54])([CH3:52])[CH3:51])[CH2:16][C:17]([O:19][CH:20](/[C:25](/[CH3:48])=[CH:26]/[CH:27]=[CH:28]/[CH:29]([CH3:47])[CH2:30][CH:31]2[O:46][CH:32]2[CH:33]([CH3:45])[CH:34]([O:37][Si:38]([C:41]([CH3:44])([CH3:43])[CH3:42])([CH3:40])[CH3:39])[CH2:35][CH3:36])[CH:21]([CH3:24])[CH:22]=[CH:23]1)=[O:18])(=O)C.C(O)(=O)C. No catalyst specified. The product is [O:49]([CH:15]1[CH2:14][CH2:13][C:12]([OH:58])([CH3:57])[CH:11]([OH:10])[CH:23]=[CH:22][CH:21]([CH3:24])[CH:20](/[C:25](/[CH3:48])=[CH:26]/[CH:27]=[CH:28]/[CH:29]([CH3:47])[CH2:30][CH:31]2[O:46][CH:32]2[CH:33]([CH3:45])[CH:34]([O:37][Si:38]([C:41]([CH3:44])([CH3:43])[CH3:42])([CH3:40])[CH3:39])[CH2:35][CH3:36])[O:19][C:17](=[O:18])[CH2:16]1)[Si:50]([C:53]([CH3:56])([CH3:55])[CH3:54])([CH3:52])[CH3:51]. The yield is 0.950. (6) The reactants are C([NH:6][C:7]1[NH:8][C:9](=[O:27])[C:10]2[N:11]=[CH:12][N:13]([C@@H:16]3[O:21][C@H:20]([CH2:22][OH:23])[C@@H:18]([OH:19])[C@@:17]3([C:25]#[CH:26])[F:24])[C:14]=2[N:15]=1)(=O)C(C)C. The catalyst is N.C(OCC)(=O)C. The product is [C:25]([C@@:17]1([F:24])[C@H:18]([OH:19])[C@@H:20]([CH2:22][OH:23])[O:21][C@H:16]1[N:13]1[CH:12]=[N:11][C:10]2[C:9](=[O:27])[NH:8][C:7]([NH2:6])=[N:15][C:14]1=2)#[CH:26]. The yield is 0.330. (7) The yield is 0.860. The reactants are CN1CCN(C2C=CC(NC3C4N(N=CN=4)C(C4C=C(C(N)=O)SC=4)=CN=3)=CC=2)CC1.[Br:32][C:33]1[N:38]2[N:39]=[CH:40][N:41]=[C:37]2[C:36](Br)=[N:35][CH:34]=1.[N:43]1([CH2:49][CH2:50][O:51][C:52]2[CH:57]=[CH:56][C:55]([NH2:58])=[CH:54][CH:53]=2)[CH2:48][CH2:47][O:46][CH2:45][CH2:44]1.C(N(CC)C(C)C)(C)C. The catalyst is CC(O)C. The product is [Br:32][C:33]1[N:38]2[N:39]=[CH:40][N:41]=[C:37]2[C:36]([NH:58][C:55]2[CH:56]=[CH:57][C:52]([O:51][CH2:50][CH2:49][N:43]3[CH2:44][CH2:45][O:46][CH2:47][CH2:48]3)=[CH:53][CH:54]=2)=[N:35][CH:34]=1.